Task: Predict the reaction yield, written as a fraction of the theoretical maximum amount of product (1.0 means a 100% yield; for example, 0.34 means a 34% yield).. Dataset: Reaction yield outcomes from USPTO patents with 853,638 reactions (1) The reactants are [N+](CC1CC[C:9]2[CH:12]=[CH:13][CH:14]=[CH:15][C:8]=2[CH2:7][CH2:6]1)([O-])=O.CC(C)([O-:19])C.[K+].[O-][Mn](=O)(=O)=O.[K+].OS([O-])=O.[Na+].[CH2:33]1[CH2:37][O:36][CH2:35][CH2:34]1. The catalyst is O.COC(C)(C)C. The product is [CH:14]1[C:15]2[CH2:37][CH2:33][CH:34]([C:35]([OH:19])=[O:36])[CH2:6][CH2:7][C:8]=2[CH:9]=[CH:12][CH:13]=1. The yield is 0.890. (2) The reactants are CSC.B.[C:5]([C:7]1[CH:8]=[C:9]([C:13]([CH3:18])([CH3:17])[C:14](O)=[O:15])[CH:10]=[CH:11][CH:12]=1)#[N:6].C(OCC)(=O)C. The catalyst is O1CCCC1.Cl. The product is [OH:15][CH2:14][C:13]([C:9]1[CH:8]=[C:7]([CH:12]=[CH:11][CH:10]=1)[C:5]#[N:6])([CH3:18])[CH3:17]. The yield is 0.800.